The task is: Predict the reactants needed to synthesize the given product.. This data is from Full USPTO retrosynthesis dataset with 1.9M reactions from patents (1976-2016). (1) Given the product [Cl:12][C:11]1[C:2]([NH:1][C:14]2[C:23]3[C:18](=[C:19]([O:26][CH:27]4[CH2:31][CH2:30][CH2:29][CH2:28]4)[C:20]([O:24][CH3:25])=[CH:21][CH:22]=3)[O:17][C:16](=[O:32])[CH:15]=2)=[C:3]([CH:8]=[CH:9][CH:10]=1)[C:4]([O:6][CH3:7])=[O:5], predict the reactants needed to synthesize it. The reactants are: [NH2:1][C:2]1[C:11]([Cl:12])=[CH:10][CH:9]=[CH:8][C:3]=1[C:4]([O:6][CH3:7])=[O:5].Cl[C:14]1[C:23]2[C:18](=[C:19]([O:26][CH:27]3[CH2:31][CH2:30][CH2:29][CH2:28]3)[C:20]([O:24][CH3:25])=[CH:21][CH:22]=2)[O:17][C:16](=[O:32])[CH:15]=1. (2) The reactants are: Br[C:2]1[N:6]2[N:7]=[C:8]([NH:11][CH2:12][CH2:13][CH2:14][N:15]([CH:19]([CH3:21])[CH3:20])[C:16](=[O:18])[CH3:17])[CH:9]=[CH:10][C:5]2=[N:4][CH:3]=1.[C:22]([C:25]1[S:29][C:28](B(O)O)=[CH:27][CH:26]=1)(=[O:24])[CH3:23].O.[O-]P([O-])([O-])=O.[K+].[K+].[K+].ClCCl.N#N. Given the product [C:22]([C:25]1[S:29][C:28]([C:2]2[N:6]3[N:7]=[C:8]([NH:11][CH2:12][CH2:13][CH2:14][N:15]([CH:19]([CH3:21])[CH3:20])[C:16](=[O:18])[CH3:17])[CH:9]=[CH:10][C:5]3=[N:4][CH:3]=2)=[CH:27][CH:26]=1)(=[O:24])[CH3:23], predict the reactants needed to synthesize it. (3) Given the product [C:38]([NH2:31])(=[NH:4])[C:39]1[CH:59]=[CH:57][CH:55]=[CH:53][CH:52]=1, predict the reactants needed to synthesize it. The reactants are: C1C=C[N:4]=C(NS(C2C=CC(N=NC3C=CC(O)=C(C(O)=O)C=3)=CC=2)(=O)=O)C=1.C1N(CCO)CC[N:31]([CH2:38][CH2:39]S(O)(=O)=O)C1.[Na+].[Cl-].[Cl-].[K+].[Cl-].[Cl-].[Ca+2].O=[CH:52][C@@H:53]([C@H:55]([C@@H:57]([C@@H:59](CO)O)O)O)O.